Predict the reactants needed to synthesize the given product. From a dataset of Full USPTO retrosynthesis dataset with 1.9M reactions from patents (1976-2016). (1) Given the product [NH2:14][C:8]1[CH:7]=[C:6]2[C:11]([C:2]([CH3:1])([CH3:18])[CH2:3][C:4](=[O:17])[NH:5]2)=[CH:10][C:9]=1[O:12][CH3:13], predict the reactants needed to synthesize it. The reactants are: [CH3:1][C:2]1([CH3:18])[C:11]2[C:6](=[CH:7][C:8]([N+:14]([O-])=O)=[C:9]([O:12][CH3:13])[CH:10]=2)[NH:5][C:4](=[O:17])[CH2:3]1.CO.[H][H]. (2) Given the product [C:1]([C:3]1[C:4]2[S:21][C:12]([C:13]3[CH:18]=[CH:17][C:16]([O:19][CH3:20])=[CH:15][CH:14]=3)=[N:11][C:5]=2[CH:6]=[C:7]([O:9][CH3:10])[CH:8]=1)#[N:2], predict the reactants needed to synthesize it. The reactants are: [C:1]([C:3]1[CH:4]=[C:5]([NH:11][C:12](=[S:21])[C:13]2[CH:18]=[CH:17][C:16]([O:19][CH3:20])=[CH:15][CH:14]=2)[CH:6]=[C:7]([O:9][CH3:10])[CH:8]=1)#[N:2].C(O)C.[OH-].[Na+]. (3) Given the product [ClH:31].[F:1][C:2]1[CH:3]=[C:4]([CH:27]=[CH:28][C:29]=1[CH3:30])[CH2:5][NH:6][CH:7]1[CH2:12][CH2:11][N:10]([CH2:13][CH2:14][N:15]2[C:24]3[C:19](=[CH:20][CH:21]=[C:22]([F:25])[CH:23]=3)[N:18]=[CH:17][C:16]2=[O:26])[CH2:9][CH2:8]1, predict the reactants needed to synthesize it. The reactants are: [F:1][C:2]1[CH:3]=[C:4]([CH:27]=[CH:28][C:29]=1[CH3:30])[CH2:5][NH:6][CH:7]1[CH2:12][CH2:11][N:10]([CH2:13][CH2:14][N:15]2[C:24]3[C:19](=[CH:20][CH:21]=[C:22]([F:25])[CH:23]=3)[N:18]=[CH:17][C:16]2=[O:26])[CH2:9][CH2:8]1.[ClH:31].C(OCC)(=O)C.